This data is from Peptide-MHC class I binding affinity with 185,985 pairs from IEDB/IMGT. The task is: Regression. Given a peptide amino acid sequence and an MHC pseudo amino acid sequence, predict their binding affinity value. This is MHC class I binding data. The peptide sequence is FQPQNEQFI. The MHC is H-2-Db with pseudo-sequence H-2-Db. The binding affinity (normalized) is 0.693.